From a dataset of CYP2C19 inhibition data for predicting drug metabolism from PubChem BioAssay. Regression/Classification. Given a drug SMILES string, predict its absorption, distribution, metabolism, or excretion properties. Task type varies by dataset: regression for continuous measurements (e.g., permeability, clearance, half-life) or binary classification for categorical outcomes (e.g., BBB penetration, CYP inhibition). Dataset: cyp2c19_veith. The compound is O=c1c2ccccc2nc(-c2ccc(Br)cc2)n1Cc1ccccc1. The result is 1 (inhibitor).